Dataset: Forward reaction prediction with 1.9M reactions from USPTO patents (1976-2016). Task: Predict the product of the given reaction. (1) Given the reactants [CH2:1]([N:8]1[C:16]2[C:11](=[CH:12][C:13]([OH:18])=[CH:14][C:15]=2[CH3:17])[C:10]([CH:19]2[CH2:24][CH2:23][N:22]([CH3:25])[CH2:21][CH2:20]2)=[CH:9]1)[C:2]1[CH:7]=[CH:6][CH:5]=[CH:4][CH:3]=1.[H-].[Na+].[F:28][C:29]1[CH:34]=[CH:33][CH:32]=[C:31]([F:35])[C:30]=1[S:36](Cl)(=[O:38])=[O:37], predict the reaction product. The product is: [CH2:1]([N:8]1[C:16]2[C:11](=[CH:12][C:13]([O:18][S:36]([C:30]3[C:31]([F:35])=[CH:32][CH:33]=[CH:34][C:29]=3[F:28])(=[O:38])=[O:37])=[CH:14][C:15]=2[CH3:17])[C:10]([CH:19]2[CH2:24][CH2:23][N:22]([CH3:25])[CH2:21][CH2:20]2)=[CH:9]1)[C:2]1[CH:3]=[CH:4][CH:5]=[CH:6][CH:7]=1. (2) Given the reactants B(Br)(Br)Br.[C:5]([C:7]1[CH:8]=[C:9]([CH:39]=[C:40]([O:42]C)[CH:41]=1)[C:10]([NH:12][C:13]1[C:14]([CH3:38])=[C:15]2[C:21]([C@@H:22]3[CH2:27][CH2:26][N:25]([C:28]([CH:30]4[CH2:34][CH2:33][CH2:32][CH2:31]4)=[O:29])[C:24]([CH3:36])([CH3:35])[CH2:23]3)=[CH:20][N:19]([CH3:37])[C:16]2=[N:17][CH:18]=1)=[O:11])#[N:6].O, predict the reaction product. The product is: [C:5]([C:7]1[CH:8]=[C:9]([CH:39]=[C:40]([OH:42])[CH:41]=1)[C:10]([NH:12][C:13]1[C:14]([CH3:38])=[C:15]2[C:21]([C@@H:22]3[CH2:27][CH2:26][N:25]([C:28]([CH:30]4[CH2:34][CH2:33][CH2:32][CH2:31]4)=[O:29])[C:24]([CH3:36])([CH3:35])[CH2:23]3)=[CH:20][N:19]([CH3:37])[C:16]2=[N:17][CH:18]=1)=[O:11])#[N:6].